This data is from Full USPTO retrosynthesis dataset with 1.9M reactions from patents (1976-2016). The task is: Predict the reactants needed to synthesize the given product. (1) Given the product [NH2:1][C:2]1[C:19]([N+:20]([O-:22])=[O:21])=[CH:18][C:5]([C:6]([NH:8][C:9]2[CH:17]=[C:16]3[C:12]([CH:13]=[N:14][NH:15]3)=[CH:11][CH:10]=2)=[O:7])=[C:4]([N:31]([CH3:32])[CH3:30])[CH:3]=1, predict the reactants needed to synthesize it. The reactants are: [NH2:1][C:2]1[C:19]([N+:20]([O-:22])=[O:21])=[CH:18][C:5]([C:6]([NH:8][C:9]2[CH:17]=[C:16]3[C:12]([CH:13]=[N:14][NH:15]3)=[CH:11][CH:10]=2)=[O:7])=[C:4](Cl)[CH:3]=1.C([O-])([O-])=O.[K+].[K+].[CH3:30][N:31](C=O)[CH3:32]. (2) Given the product [CH2:13]([N:12]([CH2:15][CH3:16])[CH2:11][CH2:10][CH2:9][NH:8][C:6]1[N:7]=[C:2]([C:42]2[CH:41]=[C:33]([CH:32]=[C:31]([F:30])[C:43]=2[CH3:44])[C:34]([NH:17][CH:22]([CH3:27])[CH3:23])=[O:36])[C:3]2[CH:20]=[CH:19][C:18](=[O:21])[N:17]([C:22]3[C:27]([F:28])=[CH:26][CH:25]=[CH:24][C:23]=3[F:29])[C:4]=2[N:5]=1)[CH3:14], predict the reactants needed to synthesize it. The reactants are: Cl[C:2]1[C:3]2[CH:20]=[CH:19][C:18](=[O:21])[N:17]([C:22]3[C:27]([F:28])=[CH:26][CH:25]=[CH:24][C:23]=3[F:29])[C:4]=2[N:5]=[C:6]([NH:8][CH2:9][CH2:10][CH2:11][N:12]([CH2:15][CH3:16])[CH2:13][CH3:14])[N:7]=1.[F:30][C:31]1[CH:32]=[C:33]([CH:41]=[C:42](B2OC(C)(C)C(C)(C)O2)[C:43]=1[CH3:44])[C:34]([O:36]C(C)(C)C)=O.C(=O)([O-])[O-].[K+].[K+].